Task: Predict the product of the given reaction.. Dataset: Forward reaction prediction with 1.9M reactions from USPTO patents (1976-2016) Given the reactants [C:1]1([C:7]2([C:17]3[CH:22]=[CH:21][CH:20]=[CH:19][CH:18]=3)[O:11][C:10]3[CH:12]=[CH:13][C:14]([NH2:16])=[CH:15][C:9]=3[O:8]2)[CH:6]=[CH:5][CH:4]=[CH:3][CH:2]=1.C(N(C(C)C)C(C)C)C.[C:32]1([S:38](Cl)(=[O:40])=[O:39])[CH:37]=[CH:36][CH:35]=[CH:34][CH:33]=1, predict the reaction product. The product is: [C:17]1([C:7]2([C:1]3[CH:6]=[CH:5][CH:4]=[CH:3][CH:2]=3)[O:11][C:10]3[CH:12]=[CH:13][C:14]([NH:16][S:38]([C:32]4[CH:37]=[CH:36][CH:35]=[CH:34][CH:33]=4)(=[O:40])=[O:39])=[CH:15][C:9]=3[O:8]2)[CH:18]=[CH:19][CH:20]=[CH:21][CH:22]=1.